This data is from Full USPTO retrosynthesis dataset with 1.9M reactions from patents (1976-2016). The task is: Predict the reactants needed to synthesize the given product. The reactants are: Br[C:2]1[N:7]=[CH:6][CH:5]=[CH:4][N:3]=1.C(=O)([O-])[O-].[Na+].[Na+].[CH2:14]([O:21][C:22]1[CH:37]=[CH:36][C:35](B2OC(C)(C)C(C)(C)O2)=[CH:34][C:23]=1[C:24]([O:26][CH2:27][C:28]1[CH:33]=[CH:32][CH:31]=[CH:30][CH:29]=1)=[O:25])[C:15]1[CH:20]=[CH:19][CH:18]=[CH:17][CH:16]=1. Given the product [CH2:14]([O:21][C:22]1[CH:37]=[CH:36][C:35]([C:2]2[N:7]=[CH:6][CH:5]=[CH:4][N:3]=2)=[CH:34][C:23]=1[C:24]([O:26][CH2:27][C:28]1[CH:29]=[CH:30][CH:31]=[CH:32][CH:33]=1)=[O:25])[C:15]1[CH:16]=[CH:17][CH:18]=[CH:19][CH:20]=1, predict the reactants needed to synthesize it.